Predict which catalyst facilitates the given reaction. From a dataset of Catalyst prediction with 721,799 reactions and 888 catalyst types from USPTO. (1) Product: [Cl:6][C:7]1[CH:8]=[C:9]([CH:14]2[C:23]3[C:18](=[CH:19][CH:20]=[CH:21][CH:22]=3)[C:17]([CH:3]([CH3:5])[CH3:4])([OH:24])[CH2:16][CH2:15]2)[CH:10]=[CH:11][C:12]=1[Cl:13]. The catalyst class is: 1. Reactant: [Mg].Br[CH:3]([CH3:5])[CH3:4].[Cl:6][C:7]1[CH:8]=[C:9]([CH:14]2[C:23]3[C:18](=[CH:19][CH:20]=[CH:21][CH:22]=3)[C:17](=[O:24])[CH2:16][CH2:15]2)[CH:10]=[CH:11][C:12]=1[Cl:13].[NH4+].[Cl-]. (2) Reactant: Cl[C:2]1[CH:7]=[C:6]([Cl:8])[N:5]=[C:4]([N:9]2[CH2:14][CH2:13][O:12][CH2:11][CH2:10]2)[N:3]=1.[Cl:15][C:16]1[CH:17]=[C:18](B(O)O)[CH:19]=[CH:20][C:21]=1[F:22].[O-]P([O-])([O-])=O.[K+].[K+].[K+]. The catalyst class is: 77. Product: [Cl:8][C:6]1[CH:7]=[C:2]([C:18]2[CH:19]=[CH:20][C:21]([F:22])=[C:16]([Cl:15])[CH:17]=2)[N:3]=[C:4]([N:9]2[CH2:14][CH2:13][O:12][CH2:11][CH2:10]2)[N:5]=1. (3) Reactant: [O:1]1[C:7]2[CH:8]=[C:9]([C:12]([O:14][CH3:15])=[O:13])[CH:10]=[CH:11][C:6]=2[CH2:5][NH:4][CH2:3][CH2:2]1.[CH2:16]([NH:19][C:20]1[C:21]2[CH:31]=[CH:30][CH:29]=[CH:28][C:22]=2[S:23][C:24]=1[C:25]([O-])=[O:26])[CH2:17][CH3:18].[Li+].CN(C(ON1N=NC2C=CC=NC1=2)=[N+](C)C)C.F[P-](F)(F)(F)(F)F.CCN(C(C)C)C(C)C. Product: [CH2:16]([NH:19][C:20]1[C:21]2[CH:31]=[CH:30][CH:29]=[CH:28][C:22]=2[S:23][C:24]=1[C:25]([N:4]1[CH2:5][C:6]2[CH:11]=[CH:10][C:9]([C:12]([O:14][CH3:15])=[O:13])=[CH:8][C:7]=2[O:1][CH2:2][CH2:3]1)=[O:26])[CH2:17][CH3:18]. The catalyst class is: 3. (4) Reactant: C(Cl)[Cl:2].[F:4][C:5]([F:23])([F:22])[C:6]([NH:8][CH:9]1[CH2:14][CH2:13][N:12](C(OC(C)(C)C)=O)[CH2:11][CH2:10]1)=[O:7].Cl. Product: [ClH:2].[F:23][C:5]([F:4])([F:22])[C:6]([NH:8][CH:9]1[CH2:14][CH2:13][NH:12][CH2:11][CH2:10]1)=[O:7]. The catalyst class is: 12.